Dataset: Forward reaction prediction with 1.9M reactions from USPTO patents (1976-2016). Task: Predict the product of the given reaction. Given the reactants [CH2:1]([O:4][C:5]1([CH3:36])[CH2:10][CH2:9][N:8]([C:11]2[N:16]3[N:17]=[C:18]([CH2:20][N:21]=[N+:22]=[N-:23])[CH:19]=[C:15]3[N:14]=[C:13]([CH3:24])[C:12]=2[C@H:25]([O:31][C:32]([CH3:35])([CH3:34])[CH3:33])[C:26]([O:28][CH2:29][CH3:30])=[O:27])[CH2:7][CH2:6]1)[CH:2]=[CH2:3].[C:37]([C:39]1[CH:40]=[C:41]([OH:45])[CH:42]=[CH:43][CH:44]=1)#[CH:38].CCN(C(C)C)C(C)C, predict the reaction product. The product is: [CH2:1]([O:4][C:5]1([CH3:36])[CH2:10][CH2:9][N:8]([C:11]2[N:16]3[N:17]=[C:18]([CH2:20][N:21]4[CH:38]=[C:37]([C:39]5[CH:44]=[CH:43][CH:42]=[C:41]([OH:45])[CH:40]=5)[N:23]=[N:22]4)[CH:19]=[C:15]3[N:14]=[C:13]([CH3:24])[C:12]=2[C@H:25]([O:31][C:32]([CH3:35])([CH3:34])[CH3:33])[C:26]([O:28][CH2:29][CH3:30])=[O:27])[CH2:7][CH2:6]1)[CH:2]=[CH2:3].